Dataset: Reaction yield outcomes from USPTO patents with 853,638 reactions. Task: Predict the reaction yield, written as a fraction of the theoretical maximum amount of product (1.0 means a 100% yield; for example, 0.34 means a 34% yield). (1) The reactants are [F:1][C:2]1[C:7]([C:8]([F:11])([F:10])[F:9])=[CH:6][CH:5]=[CH:4][C:3]=1[NH:12][C:13](=[O:19])[O:14][C:15]([CH3:18])([CH3:17])[CH3:16].[Li]C(C)(C)C.C(Br)(Br)(Br)[Br:26]. The catalyst is C1COCC1. The product is [Br:26][C:4]1[C:3]([NH:12][C:13](=[O:19])[O:14][C:15]([CH3:16])([CH3:18])[CH3:17])=[C:2]([F:1])[C:7]([C:8]([F:11])([F:10])[F:9])=[CH:6][CH:5]=1. The yield is 0.730. (2) The reactants are [CH3:1][CH:2]([C:4]1[C:5]2[N:6]([CH:11]=[C:12]([CH3:14])[N:13]=2)[N:7]=[C:8]([CH3:10])[CH:9]=1)[CH3:3].[CH2:15]([CH:17]([C:20]1[C:21]2[N:22]([C:27](I)=[C:28]([CH3:30])[N:29]=2)[N:23]=[C:24]([CH3:26])[CH:25]=1)[CH2:18][CH3:19])[CH3:16]. No catalyst specified. The product is [CH2:15]([CH:17]([C:20]1[C:21]2[N:22]([C:27]([C:11]3[N:6]4[N:7]=[C:8]([CH3:10])[CH:9]=[C:4]([CH:2]([CH3:1])[CH3:3])[C:5]4=[N:13][C:12]=3[CH3:14])=[C:28]([CH3:30])[N:29]=2)[N:23]=[C:24]([CH3:26])[CH:25]=1)[CH2:18][CH3:19])[CH3:16]. The yield is 0.320. (3) The reactants are [CH2:1]([Mg]Cl)[CH:2]=[CH2:3].C1COCC1.[Br:11][C:12]1[CH:19]=[CH:18][C:15]([CH2:16]Br)=[CH:14][CH:13]=1. No catalyst specified. The product is [Br:11][C:12]1[CH:19]=[CH:18][C:15]([CH2:16][CH2:3][CH:2]=[CH2:1])=[CH:14][CH:13]=1. The yield is 0.960. (4) The reactants are [CH2:1]([C:7]1[CH:8]=[C:9]([C:13]2[NH:14][C:15]([I:19])=[C:16]([I:18])[N:17]=2)[CH:10]=[CH:11][CH:12]=1)[CH2:2][CH2:3][CH2:4][CH2:5][CH3:6].[H-].[Na+].I[CH3:23]. The catalyst is CN(C=O)C. The product is [CH2:1]([C:7]1[CH:8]=[C:9]([C:13]2[N:14]([CH3:23])[C:15]([I:19])=[C:16]([I:18])[N:17]=2)[CH:10]=[CH:11][CH:12]=1)[CH2:2][CH2:3][CH2:4][CH2:5][CH3:6]. The yield is 0.870. (5) The reactants are [NH2:1][C:2]1[CH:11]=[C:10]([O:12][CH3:13])[C:9]([O:14][CH2:15][CH2:16][O:17][CH3:18])=[CH:8][C:3]=1[C:4](OC)=[O:5].CC(O)=O.[CH:23]([NH2:25])=O. No catalyst specified. The product is [CH3:13][O:12][C:10]1[CH:11]=[C:2]2[C:3]([C:4](=[O:5])[NH:25][CH:23]=[N:1]2)=[CH:8][C:9]=1[O:14][CH2:15][CH2:16][O:17][CH3:18]. The yield is 0.690. (6) The reactants are [CH3:1][O:2][CH2:3][O:4][C:5]1[CH:6]=[CH:7][C:8]([CH2:12][C:13]([CH3:16])([CH3:15])[CH3:14])=[N+:9]([O-])[CH:10]=1.C(Cl)(=O)C1C=CC=CC=1.C[Si]([C:30]#[N:31])(C)C.CCOC(C)=O.CCCCCC. The catalyst is C(Cl)Cl. The product is [CH3:1][O:2][CH2:3][O:4][C:5]1[C:10]([C:30]#[N:31])=[N:9][C:8]([CH2:12][C:13]([CH3:16])([CH3:15])[CH3:14])=[CH:7][CH:6]=1. The yield is 0.740. (7) The reactants are C(Cl)(=O)C(Cl)=O.[I:7][C:8]1[C:17]2[C:12](=[CH:13][CH:14]=[CH:15][CH:16]=2)[C:11]([C:18]([OH:20])=O)=[CH:10][CH:9]=1.[NH2:21][C:22]1[C:23]([C:28]([NH:30][CH2:31][CH:32]2[CH2:37][CH2:36][CH2:35][CH2:34][CH2:33]2)=[O:29])=[N:24][CH:25]=[CH:26][CH:27]=1.CCN(C(C)C)C(C)C. The catalyst is ClCCCl.CN(C=O)C. The product is [CH:32]1([CH2:31][NH:30][C:28]([C:23]2[C:22]([NH:21][C:18]([C:11]3[C:12]4[C:17](=[CH:16][CH:15]=[CH:14][CH:13]=4)[C:8]([I:7])=[CH:9][CH:10]=3)=[O:20])=[CH:27][CH:26]=[CH:25][N:24]=2)=[O:29])[CH2:37][CH2:36][CH2:35][CH2:34][CH2:33]1. The yield is 0.840.